Dataset: Peptide-MHC class II binding affinity with 134,281 pairs from IEDB. Task: Regression. Given a peptide amino acid sequence and an MHC pseudo amino acid sequence, predict their binding affinity value. This is MHC class II binding data. (1) The peptide sequence is KTHESHLVRSWVTAG. The MHC is HLA-DQA10201-DQB10402 with pseudo-sequence HLA-DQA10201-DQB10402. The binding affinity (normalized) is 0.623. (2) The peptide sequence is AVGLFIRLLGGESDA. The MHC is DRB1_0405 with pseudo-sequence DRB1_0405. The binding affinity (normalized) is 0.729. (3) The peptide sequence is VKITDKNYEHIAAYH. The MHC is HLA-DPA10201-DPB11401 with pseudo-sequence HLA-DPA10201-DPB11401. The binding affinity (normalized) is 0.317. (4) The peptide sequence is LQLVGIQRAGLAPTG. The MHC is DRB1_0802 with pseudo-sequence DRB1_0802. The binding affinity (normalized) is 0.938. (5) The peptide sequence is IPTFLQEALNIALVA. The MHC is DRB1_0901 with pseudo-sequence DRB1_0901. The binding affinity (normalized) is 0.123. (6) The peptide sequence is EWVAMTKGEGGVWTFDSEEP. The MHC is DRB1_0405 with pseudo-sequence DRB1_0405. The binding affinity (normalized) is 0.475. (7) The peptide sequence is QGEPGAVIRGKKGAG. The MHC is DRB1_1201 with pseudo-sequence DRB1_1201. The binding affinity (normalized) is 0.0466.